Dataset: Full USPTO retrosynthesis dataset with 1.9M reactions from patents (1976-2016). Task: Predict the reactants needed to synthesize the given product. Given the product [CH:5]1([CH2:4][O:8][C:9]2[CH:10]=[C:11]([CH:14]=[CH:15][C:16]=2[O:17][C:18]2[CH:27]=[CH:26][C:21]3[B:22]([OH:25])[O:23][CH2:24][C:20]=3[CH:19]=2)[C:12]#[N:13])[CH2:3][CH2:2]1, predict the reactants needed to synthesize it. The reactants are: Br[CH2:2][CH:3]1[CH2:5][CH2:4]1.[I-].[Na+].[OH:8][C:9]1[CH:10]=[C:11]([CH:14]=[CH:15][C:16]=1[O:17][C:18]1[CH:27]=[CH:26][C:21]2[B:22]([OH:25])[O:23][CH2:24][C:20]=2[CH:19]=1)[C:12]#[N:13].[H-].[Na+].